Dataset: Retrosynthesis with 50K atom-mapped reactions and 10 reaction types from USPTO. Task: Predict the reactants needed to synthesize the given product. (1) Given the product O=C(NC1Cc2ccccc2NC1=O)c1cc2cnc(Cl)cc2[nH]1, predict the reactants needed to synthesize it. The reactants are: NC1Cc2ccccc2NC1=O.O=C(O)c1cc2cnc(Cl)cc2[nH]1. (2) Given the product C1CC[N+]2(C1)CCC2, predict the reactants needed to synthesize it. The reactants are: ClCCCN1CCCC1. (3) Given the product CN(C(=O)NCc1ccccn1)c1ccc(SC(F)(F)F)cc1F, predict the reactants needed to synthesize it. The reactants are: CN(C(=O)Cl)c1ccc(SC(F)(F)F)cc1F.NCc1ccccn1. (4) Given the product O=C(CCCc1ccccc1)Nc1cc(CCc2ccccc2)ccc1C(=O)O, predict the reactants needed to synthesize it. The reactants are: O=C(C/C=C/c1ccccc1)Nc1cc(CCc2ccccc2)ccc1C(=O)O. (5) Given the product Cn1ncc(C(=O)NC2C3CC4CC(C3)CC2C4)c1N1CCCC1, predict the reactants needed to synthesize it. The reactants are: C1CCNC1.Cn1ncc(C(=O)NC2C3CC4CC(C3)CC2C4)c1Cl. (6) Given the product COCCOCOc1ccc(C(=O)NC[C@@H](C(=O)OC)N2CCN(S(=O)(=O)C(C)C)CC2)cc1, predict the reactants needed to synthesize it. The reactants are: CC(C)S(=O)(=O)Cl.COCCOCOc1ccc(C(=O)NC[C@@H](C(=O)OC)N2CCNCC2)cc1. (7) Given the product Cc1cnc(NC(=O)c2cc(Oc3ncc(C(=O)N4CCC4)cc3Cl)cc(O[C@@H](C)CO[Si](C)(C)C(C)(C)C)c2)cn1, predict the reactants needed to synthesize it. The reactants are: C[C@@H](CO[Si](C)(C)C(C)(C)C)Oc1cc(Oc2ncc(C(=O)N3CCC3)cc2Cl)cc(C(=O)O)c1.Cc1cnc(N)cn1.